This data is from Forward reaction prediction with 1.9M reactions from USPTO patents (1976-2016). The task is: Predict the product of the given reaction. (1) Given the reactants [H-].[Al+3].[Li+].[H-].[H-].[H-].[CH3:7][CH2:8][C:9](=O)[CH2:10][C:11](=O)[CH2:12]CC=CC.[OH-:19].[Na+].[O:21]1[CH2:25][CH2:24][CH2:23][CH2:22]1, predict the reaction product. The product is: [OH:21][CH2:25][C:24]1[C:11]([CH3:12])=[CH:10][CH:9]=[C:8]([CH3:7])[C:23]=1[CH2:22][OH:19]. (2) Given the reactants C[O:2][C:3](=[O:25])[C:4]1[CH:9]=[C:8]([N:10]2[C:14]([CH:15]([CH3:17])[CH3:16])=[N:13][N:12]=[N:11]2)[CH:7]=[C:6]([C:18]2[CH:23]=[CH:22][C:21]([Cl:24])=[CH:20][N:19]=2)[CH:5]=1.[Li+].[OH-].Cl, predict the reaction product. The product is: [Cl:24][C:21]1[CH:22]=[CH:23][C:18]([C:6]2[CH:5]=[C:4]([CH:9]=[C:8]([N:10]3[C:14]([CH:15]([CH3:17])[CH3:16])=[N:13][N:12]=[N:11]3)[CH:7]=2)[C:3]([OH:25])=[O:2])=[N:19][CH:20]=1. (3) Given the reactants CN(C(ON1N=NC2C=C[CH:14]=[CH:15][C:10]1=2)=[N+](C)C)C.[B-](F)(F)(F)F.[CH2:23](N(CC)CC)[CH3:24].[O:30]=[C:31]1[N:37]([CH:38]2[CH2:43][CH2:42][N:41]([C:44]([O:46][C@@H:47]([C:61](O)=[O:62])[CH2:48][C:49]3[CH:54]=[C:53]([C:55]([F:58])([F:57])[F:56])[C:52]([NH2:59])=[C:51]([Cl:60])[CH:50]=3)=[O:45])[CH2:40][CH2:39]2)[CH2:36][CH2:35][C:34]2[CH:64]=[CH:65][CH:66]=[CH:67][C:33]=2[NH:32]1.[N:68]1([CH:88]2[CH2:93][CH2:92][NH:91][CH2:90][CH2:89]2)[CH2:73][CH2:72][CH:71]([N:74]([CH2:82][C:83]([O:85]CC)=[O:84])[C:75]([O:77]C(C)(C)C)=[O:76])[CH2:70][CH2:69]1.[CH3:94]N(C=O)C, predict the reaction product. The product is: [O:30]=[C:31]1[N:37]([CH:38]2[CH2:39][CH2:40][N:41]([C:44]([O:46][C@H:47]([CH2:48][C:49]3[CH:54]=[C:53]([C:55]([F:57])([F:58])[F:56])[C:52]([NH2:59])=[C:51]([Cl:60])[CH:50]=3)[C:61]([N:91]3[CH2:92][CH2:93][CH:88]([N:68]4[CH2:69][CH2:70][CH:71]([N:74]([C:75]([O:77][CH2:23][CH3:24])=[O:76])[CH2:82][C:83]([O:85][C:15]([CH3:14])([CH3:10])[CH3:94])=[O:84])[CH2:72][CH2:73]4)[CH2:89][CH2:90]3)=[O:62])=[O:45])[CH2:42][CH2:43]2)[CH2:36][CH2:35][C:34]2[CH:64]=[CH:65][CH:66]=[CH:67][C:33]=2[NH:32]1. (4) The product is: [Cl:1][C:2]1[CH:3]=[C:4]([N:13]2[CH2:14][CH2:15][O:16][CH2:17][CH2:18]2)[C:5]2[N:6]([C:8]([C:20]3[CH:21]=[N:22][CH:23]=[CH:24][CH:25]=3)=[C:9]([CH:11]=[O:12])[N:10]=2)[N:7]=1. Given the reactants [Cl:1][C:2]1[CH:3]=[C:4]([N:13]2[CH2:18][CH2:17][O:16][CH2:15][CH2:14]2)[C:5]2[N:6]([CH:8]=[C:9]([CH:11]=[O:12])[N:10]=2)[N:7]=1.Br[C:20]1[CH:21]=[N:22][CH:23]=[CH:24][CH:25]=1, predict the reaction product. (5) Given the reactants [ClH:1].C(O)=O.C(O)=O.[CH3:8][N:9]1[CH2:14][CH2:13][N:12]([C:15]2[CH:16]=[C:17]([NH:21][CH2:22][C:23]([CH3:26])([CH3:25])[CH3:24])[N:18]=[N:19][CH:20]=2)[CH2:11][CH2:10]1, predict the reaction product. The product is: [ClH:1].[ClH:1].[CH3:8][N:9]1[CH2:14][CH2:13][N:12]([C:15]2[CH:16]=[C:17]([NH:21][CH2:22][C:23]([CH3:26])([CH3:25])[CH3:24])[N:18]=[N:19][CH:20]=2)[CH2:11][CH2:10]1. (6) Given the reactants Cl.[OH:2][CH2:3][CH2:4][C@H:5]([N:9]1[C:15](=[O:16])[CH2:14][CH2:13][NH:12][C@H:11]([CH3:17])[CH2:10]1)[CH2:6][O:7][CH3:8].C(N(CC)CC)C.[C:25]([O:29][C:30](O[C:30]([O:29][C:25]([CH3:28])([CH3:27])[CH3:26])=[O:31])=[O:31])([CH3:28])([CH3:27])[CH3:26], predict the reaction product. The product is: [C:25]([O:29][C:30]([N:12]1[CH2:13][CH2:14][C:15](=[O:16])[N:9]([C@H:5]([CH2:6][O:7][CH3:8])[CH2:4][CH2:3][OH:2])[CH2:10][C@H:11]1[CH3:17])=[O:31])([CH3:28])([CH3:27])[CH3:26].